This data is from Catalyst prediction with 721,799 reactions and 888 catalyst types from USPTO. The task is: Predict which catalyst facilitates the given reaction. The catalyst class is: 18. Product: [C:37]1([C:40]2[CH:41]=[CH:42][CH:43]=[CH:44][CH:45]=2)[CH:38]=[CH:39][C:34]([CH2:9][C:8]([N:26]2[CH2:25][CH2:24][C:23]3[C:28](=[CH:29][C:30]([O:31][CH3:32])=[C:21]([O:20][CH3:19])[CH:22]=3)[CH2:27]2)=[O:7])=[CH:35][CH:36]=1. Reactant: C(P(=O)([O:7][CH2:8][CH3:9])OCC)#N.C(N(CC)CC)C.Cl.[CH3:19][O:20][C:21]1[CH:22]=[C:23]2[C:28](=[CH:29][C:30]=1[O:31][CH3:32])[CH2:27][NH:26][CH2:25][CH2:24]2.F[C:34]1[CH:39]=[CH:38][C:37]([C:40]2[CH:45]=[CH:44][C:43](CC3C4C(=CC(OC)=C(OC)C=4)CCN3C(C3C=CC=CC=3)=O)=[CH:42][CH:41]=2)=[C:36](OC)[CH:35]=1.